From a dataset of Full USPTO retrosynthesis dataset with 1.9M reactions from patents (1976-2016). Predict the reactants needed to synthesize the given product. Given the product [CH:1]1([C:7]2[N:11]([C:12]3[CH:13]=[CH:14][C:15]([O:18][C:19]([F:20])([F:21])[F:22])=[CH:16][CH:17]=3)[N:10]=[CH:9][C:8]=2[CH2:23][C:24]2[CH:31]=[CH:30][C:27]([C:28]([OH:33])=[O:32])=[CH:26][CH:25]=2)[CH2:2][CH2:3][CH2:4][CH2:5][CH2:6]1, predict the reactants needed to synthesize it. The reactants are: [CH:1]1([C:7]2[N:11]([C:12]3[CH:17]=[CH:16][C:15]([O:18][C:19]([F:22])([F:21])[F:20])=[CH:14][CH:13]=3)[N:10]=[CH:9][C:8]=2[CH2:23][C:24]2[CH:31]=[CH:30][C:27]([C:28]#N)=[CH:26][CH:25]=2)[CH2:6][CH2:5][CH2:4][CH2:3][CH2:2]1.[OH2:32].[OH-:33].[K+].